This data is from Reaction yield outcomes from USPTO patents with 853,638 reactions. The task is: Predict the reaction yield, written as a fraction of the theoretical maximum amount of product (1.0 means a 100% yield; for example, 0.34 means a 34% yield). The reactants are C(N)C1C=CC=CC=1.[F:9][C:10]1[CH:16]=[CH:15][C:13]([NH2:14])=[CH:12][CH:11]=1.[CH3:17][C:18]1[N:19]=[C:20]([N:23]2[CH2:27][CH2:26][N:25]([CH2:28][C:29]3[CH:37]=[CH:36][C:32]([C:33](O)=[O:34])=[CH:31][CH:30]=3)[C:24]2=[O:38])[S:21][CH:22]=1. No catalyst specified. The product is [F:9][C:10]1[CH:16]=[CH:15][C:13]([NH:14][C:33](=[O:34])[C:32]2[CH:36]=[CH:37][C:29]([CH2:28][N:25]3[CH2:26][CH2:27][N:23]([C:20]4[S:21][CH:22]=[C:18]([CH3:17])[N:19]=4)[C:24]3=[O:38])=[CH:30][CH:31]=2)=[CH:12][CH:11]=1. The yield is 0.160.